From a dataset of Merck oncology drug combination screen with 23,052 pairs across 39 cell lines. Regression. Given two drug SMILES strings and cell line genomic features, predict the synergy score measuring deviation from expected non-interaction effect. Drug 1: N#Cc1ccc(Cn2cncc2CN2CCN(c3cccc(Cl)c3)C(=O)C2)cc1. Drug 2: NC1(c2ccc(-c3nc4ccn5c(=O)[nH]nc5c4cc3-c3ccccc3)cc2)CCC1. Cell line: NCIH520. Synergy scores: synergy=26.6.